This data is from Forward reaction prediction with 1.9M reactions from USPTO patents (1976-2016). The task is: Predict the product of the given reaction. Given the reactants [CH:1]([NH:3][NH2:4])=[O:2].[Cl:5][C:6]1[C:11]([O:12][C:13]2[C:18]([C:19]([F:22])([F:21])[F:20])=[CH:17][CH:16]=[CH:15][N:14]=2)=[CH:10][C:9]([N:23]=[C:24]=[S:25])=[C:8]([F:26])[CH:7]=1, predict the reaction product. The product is: [Cl:5][C:6]1[C:11]([O:12][C:13]2[C:18]([C:19]([F:22])([F:21])[F:20])=[CH:17][CH:16]=[CH:15][N:14]=2)=[CH:10][C:9]([NH:23][C:24]([N:3]([CH:1]=[O:2])[NH2:4])=[S:25])=[C:8]([F:26])[CH:7]=1.